Dataset: Reaction yield outcomes from USPTO patents with 853,638 reactions. Task: Predict the reaction yield, written as a fraction of the theoretical maximum amount of product (1.0 means a 100% yield; for example, 0.34 means a 34% yield). (1) The reactants are N1C=CN=C1CN1C(=O)COC2N=C(C3C=CC(C4(N)CCC4)=CC=3)C(C3C=CC=CC=3)=CC1=2.C(OC(=O)[NH:41][C:42]1([C:46]2[CH:51]=[CH:50][C:49]([C:52]3[C:53]([C:66]4[CH:71]=[CH:70][CH:69]=[CH:68][CH:67]=4)=[CH:54][C:55]4[N:60]([S:61]([CH3:64])(=[O:63])=[O:62])[CH2:59][CH2:58][O:57][C:56]=4[N:65]=3)=[CH:48][CH:47]=2)[CH2:45][CH2:44][CH2:43]1)(C)(C)C. No catalyst specified. The product is [CH3:64][S:61]([N:60]1[CH2:59][CH2:58][O:57][C:56]2[N:65]=[C:52]([C:49]3[CH:48]=[CH:47][C:46]([C:42]4([NH2:41])[CH2:45][CH2:44][CH2:43]4)=[CH:51][CH:50]=3)[C:53]([C:66]3[CH:67]=[CH:68][CH:69]=[CH:70][CH:71]=3)=[CH:54][C:55]1=2)(=[O:63])=[O:62]. The yield is 0.950. (2) The reactants are C([O:3][CH:4](OCC)[CH2:5][CH2:6][CH2:7][NH:8][C:9]([CH:11]1[CH2:16][CH2:15][CH2:14][CH2:13][CH2:12]1)=[O:10])C.C(O)(=O)C.Cl. The catalyst is C(O)C. The product is [O:3]=[CH:4][CH2:5][CH2:6][CH2:7][NH:8][C:9]([CH:11]1[CH2:16][CH2:15][CH2:14][CH2:13][CH2:12]1)=[O:10]. The yield is 1.00. (3) The reactants are [CH2:1]([O:8][C:9](=[O:14])[NH:10][CH:11]1[CH2:13][CH2:12]1)[C:2]1[CH:7]=[CH:6][CH:5]=[CH:4][CH:3]=1.[CH3:15]I.[H-].[Na+]. The catalyst is C1COCC1. The product is [CH2:1]([O:8][C:9](=[O:14])[N:10]([CH:11]1[CH2:12][CH2:13]1)[CH3:15])[C:2]1[CH:7]=[CH:6][CH:5]=[CH:4][CH:3]=1. The yield is 0.910. (4) The reactants are [NH2:1][C:2]1[C:7]([I:8])=[CH:6][C:5]([S:9][CH3:10])=[CH:4][N:3]=1.C(=O)([O-])O.[Na+].[C:16]1([S:22](Cl)(=[O:24])=[O:23])[CH:21]=[CH:20][CH:19]=[CH:18][CH:17]=1. The catalyst is N1C=CC=CC=1. The product is [C:16]1([S:22]([NH:1][C:2]2[C:7]([I:8])=[CH:6][C:5]([S:9][CH3:10])=[CH:4][N:3]=2)(=[O:24])=[O:23])[CH:21]=[CH:20][CH:19]=[CH:18][CH:17]=1. The yield is 0.560. (5) The reactants are [OH-].[K+].C([O:5][C:6](=[O:30])[C:7]([CH3:29])([CH3:28])[CH2:8][CH2:9][CH2:10][CH2:11][CH2:12][C:13](=[O:27])[CH2:14][CH2:15][CH2:16][CH2:17][CH2:18][C:19]([CH3:26])([CH3:25])[C:20]([O:22]CC)=[O:21])C. The catalyst is O.C(O)C. The product is [O:27]=[C:13]([CH2:14][CH2:15][CH2:16][CH2:17][CH2:18][C:19]([CH3:26])([CH3:25])[C:20]([OH:22])=[O:21])[CH2:12][CH2:11][CH2:10][CH2:9][CH2:8][C:7]([CH3:29])([CH3:28])[C:6]([OH:30])=[O:5]. The yield is 0.790. (6) The reactants are CC1(C)C(C)(C)OB([C:9]2[CH:10]=[C:11]3[C:16](=[C:17]([O:19]COCC[Si](C)(C)C)[CH:18]=2)[N:15]=[CH:14][N:13](COCC[Si](C)(C)C)[C:12]3=[O:36])O1.I[C:39]1[CH:44]=[C:43]([CH:45]([CH3:50])[C:46]([O:48][CH3:49])=[O:47])[CH:42]=[CH:41][C:40]=1[C:51]1[CH:56]=[CH:55][CH:54]=[CH:53][CH:52]=1.FC1C=C(I)C=C(F)C=1F.C(=O)([O-])[O-].[K+].[K+]. The catalyst is O1CCOCC1.C1(P([C-]2C=CC=C2)C2C=CC=CC=2)C=CC=CC=1.[C-]1(P(C2C=CC=CC=2)C2C=CC=CC=2)C=CC=C1.[Fe+2].[Pd](Cl)Cl. The product is [OH:19][C:17]1[CH:18]=[C:9]([C:41]2[CH:42]=[C:43]([CH:45]([CH3:50])[C:46]([O:48][CH3:49])=[O:47])[CH:44]=[CH:39][C:40]=2[C:51]2[CH:52]=[CH:53][CH:54]=[CH:55][CH:56]=2)[CH:10]=[C:11]2[C:16]=1[N:15]=[CH:14][NH:13][C:12]2=[O:36]. The yield is 0.260. (7) The reactants are [CH:1]1[C:10]2[C:5](=[CH:6][CH:7]=[CH:8][CH:9]=2)[CH:4]=[CH:3][C:2]=1[S:11]([N:14]([CH2:30][CH2:31][N:32]1[CH2:36][CH2:35][CH2:34][C:33]1=[O:37])[CH:15]1[CH:20]2[CH:16]1[CH2:17][N:18]([C:21]1[N:26]=[CH:25][C:24]([C:27](O)=[O:28])=[CH:23][N:22]=1)[CH2:19]2)(=[O:13])=[O:12].C1C=CC2[N:46]([OH:47])N=NC=2C=1.CCN=C=N[CH2:53][CH2:54][CH2:55]N(C)C.Cl.CCN([CH:66]([CH3:68])C)C(C)C.CN([CH:72]=[O:73])C. No catalyst specified. The product is [CH2:72]([O:73][CH:66]([O:47][NH:46][C:27]([C:24]1[CH:25]=[N:26][C:21]([N:18]2[CH2:19][CH:20]3[CH:16]([CH:15]3[N:14]([S:11]([C:2]3[CH:3]=[CH:4][C:5]4[C:10](=[CH:9][CH:8]=[CH:7][CH:6]=4)[CH:1]=3)(=[O:13])=[O:12])[CH2:30][CH2:31][N:32]3[CH2:36][CH2:35][CH2:34][C:33]3=[O:37])[CH2:17]2)=[N:22][CH:23]=1)=[O:28])[CH3:68])[CH:54]([CH3:53])[CH3:55]. The yield is 0.430.